Dataset: Forward reaction prediction with 1.9M reactions from USPTO patents (1976-2016). Task: Predict the product of the given reaction. (1) Given the reactants [C:1]([O:5][C:6]([N:8]1[C@H:17]([C:18](O)=[O:19])[CH2:16][C:15]2[CH:14]=[C:13]3[O:21][CH2:22][C@H:23]([C:25]4[CH:30]=[CH:29][C:28]([O:31][CH2:32][C:33]5[CH:38]=[CH:37][C:36]([Cl:39])=[C:35]([Cl:40])[CH:34]=5)=[CH:27][CH:26]=4)[O:24][C:12]3=[CH:11][C:10]=2[CH2:9]1)=[O:7])([CH3:4])([CH3:3])[CH3:2].Cl.Cl.[CH3:43][O:44][C:45](=[O:63])[C@@H:46]([NH2:62])[CH2:47][C:48]1[CH:53]=[CH:52][C:51]([C:54]2[CH:59]=[CH:58][N:57]=[C:56]([CH3:60])[C:55]=2[CH3:61])=[CH:50][CH:49]=1, predict the reaction product. The product is: [C:1]([O:5][C:6]([N:8]1[C@H:17]([C:18](=[O:19])[NH:62][C@H:46]([C:45]([O:44][CH3:43])=[O:63])[CH2:47][C:48]2[CH:49]=[CH:50][C:51]([C:54]3[CH:59]=[CH:58][N:57]=[C:56]([CH3:60])[C:55]=3[CH3:61])=[CH:52][CH:53]=2)[CH2:16][C:15]2[CH:14]=[C:13]3[O:21][CH2:22][C@H:23]([C:25]4[CH:30]=[CH:29][C:28]([O:31][CH2:32][C:33]5[CH:38]=[CH:37][C:36]([Cl:39])=[C:35]([Cl:40])[CH:34]=5)=[CH:27][CH:26]=4)[O:24][C:12]3=[CH:11][C:10]=2[CH2:9]1)=[O:7])([CH3:4])([CH3:2])[CH3:3]. (2) Given the reactants CC(O)(C)C.Br[CH2:7][C:8]1[CH:13]=[CH:12][CH:11]=[CH:10][N:9]=1.[C:14]([C:16]1[CH:21]=[CH:20][C:19]([CH3:22])=[CH:18][CH:17]=1)#[CH:15].[N-:23]=[N+:24]=[N-:25].[Na+], predict the reaction product. The product is: [C:19]1([CH3:22])[CH:20]=[CH:21][C:16]([C:14]2[N:23]=[N:24][N:25]([CH2:7][C:8]3[CH:13]=[CH:12][CH:11]=[CH:10][N:9]=3)[CH:15]=2)=[CH:17][CH:18]=1. (3) Given the reactants [CH3:1][C:2]1[CH:3]=[C:4]([CH:18]=[CH:19][C:20]=1[CH3:21])[C:5]([C:7]1[C:16](=[O:17])[C:15]2[C:10](=[CH:11][CH:12]=[CH:13][CH:14]=2)[NH:9][CH:8]=1)=[O:6].[H-].[Na+].Br[CH2:25][C:26]1[CH:31]=[CH:30][CH:29]=[C:28]([C:32]([F:35])([F:34])[F:33])[N:27]=1, predict the reaction product. The product is: [CH3:1][C:2]1[CH:3]=[C:4]([CH:18]=[CH:19][C:20]=1[CH3:21])[C:5]([C:7]1[C:16](=[O:17])[C:15]2[C:10](=[CH:11][CH:12]=[CH:13][CH:14]=2)[N:9]([CH2:25][C:26]2[CH:31]=[CH:30][CH:29]=[C:28]([C:32]([F:34])([F:33])[F:35])[N:27]=2)[CH:8]=1)=[O:6]. (4) Given the reactants [Cl:1][C:2]1[CH:27]=[C:26]([NH:28][C:29]([NH:31][C:32]2[CH:37]=[N:36][C:35]([C:38]#[N:39])=[CH:34][N:33]=2)=[O:30])[CH:25]=[CH:24][C:3]=1[O:4][CH2:5][CH2:6][N:7]([CH2:15][C:16]1[CH:21]=[CH:20][C:19]([F:22])=[CH:18][C:17]=1[F:23])C(=O)OC(C)(C)C.FC(F)(F)C(O)=O, predict the reaction product. The product is: [Cl:1][C:2]1[CH:27]=[C:26]([NH:28][C:29]([NH:31][C:32]2[CH:37]=[N:36][C:35]([C:38]#[N:39])=[CH:34][N:33]=2)=[O:30])[CH:25]=[CH:24][C:3]=1[O:4][CH2:5][CH2:6][NH:7][CH2:15][C:16]1[CH:21]=[CH:20][C:19]([F:22])=[CH:18][C:17]=1[F:23]. (5) Given the reactants [CH:1]1([CH2:6][C@H:7]([N:24]2[CH2:28][C:27]([O:29][C:30]3[C:35]([F:36])=[CH:34][CH:33]=[CH:32][C:31]=3[F:37])=[CH:26][C:25]2=[O:38])[C:8]([NH:10][C:11]2[CH:15]=[CH:14][N:13]([CH2:16][C@@H:17]3[CH2:21][O:20]C(C)(C)[O:18]3)[N:12]=2)=[O:9])[CH2:5][CH2:4][CH2:3][CH2:2]1.Cl, predict the reaction product. The product is: [CH:1]1([CH2:6][C@H:7]([N:24]2[CH2:28][C:27]([O:29][C:30]3[C:35]([F:36])=[CH:34][CH:33]=[CH:32][C:31]=3[F:37])=[CH:26][C:25]2=[O:38])[C:8]([NH:10][C:11]2[CH:15]=[CH:14][N:13]([CH2:16][C@@H:17]([OH:18])[CH2:21][OH:20])[N:12]=2)=[O:9])[CH2:2][CH2:3][CH2:4][CH2:5]1.